This data is from Forward reaction prediction with 1.9M reactions from USPTO patents (1976-2016). The task is: Predict the product of the given reaction. Given the reactants Br[C:2]1[S:3][C:4]([C:21]#[N:22])=[C:5]([C:7]2[CH:8]=[N:9][N:10]([CH2:12][C:13]3[CH:18]=[CH:17][C:16]([O:19][CH3:20])=[CH:15][CH:14]=3)[CH:11]=2)[N:6]=1.[CH3:23][C:24]1[S:28][N:27]=[C:26]([NH2:29])[N:25]=1.CC1(C)C2C(=C(P(C3C=CC=CC=3)C3C=CC=CC=3)C=CC=2)OC2C(P(C3C=CC=CC=3)C3C=CC=CC=3)=CC=CC1=2.C([O-])([O-])=O.[K+].[K+], predict the reaction product. The product is: [CH3:20][O:19][C:16]1[CH:17]=[CH:18][C:13]([CH2:12][N:10]2[CH:11]=[C:7]([C:5]3[N:6]=[C:2]([NH:29][C:26]4[N:25]=[C:24]([CH3:23])[S:28][N:27]=4)[S:3][C:4]=3[C:21]#[N:22])[CH:8]=[N:9]2)=[CH:14][CH:15]=1.